From a dataset of Full USPTO retrosynthesis dataset with 1.9M reactions from patents (1976-2016). Predict the reactants needed to synthesize the given product. The reactants are: Br[C:2]1[CH:7]=[CH:6][C:5]([OH:8])=[CH:4][CH:3]=1.[F:9][C:10]1[CH:11]=[C:12]2[C:16](=[CH:17][CH:18]=1)[NH:15][N:14]=[CH:13]2.[O-]P([O-])([O-])=O.[K+].[K+].[K+].CNCCNC. Given the product [F:9][C:10]1[CH:18]=[CH:17][C:16]2[C:12](=[CH:13][N:14]([C:2]3[CH:7]=[CH:6][C:5]([OH:8])=[CH:4][CH:3]=3)[N:15]=2)[CH:11]=1, predict the reactants needed to synthesize it.